From a dataset of Forward reaction prediction with 1.9M reactions from USPTO patents (1976-2016). Predict the product of the given reaction. (1) The product is: [CH3:20][O:19][C:15]1[CH:14]=[C:13]2[C:18]([C:9]([O:3][CH2:4][C:5]([OH:7])=[O:6])=[CH:10][CH:11]=[N:12]2)=[CH:17][CH:16]=1. Given the reactants [OH-].[K+].[OH:3][CH2:4][C:5]([OH:7])=[O:6].Cl[C:9]1[C:18]2[C:13](=[CH:14][C:15]([O:19][CH3:20])=[CH:16][CH:17]=2)[N:12]=[CH:11][CH:10]=1.Cl, predict the reaction product. (2) Given the reactants Br[C:2]1[CH:3]=[N:4][C:5]2[N:6]([CH:8]=[C:9]([CH2:11][O:12][C:13]3[CH:18]=[CH:17][C:16]([F:19])=[CH:15][CH:14]=3)[N:10]=2)[CH:7]=1.[F:20][C:21]1[CH:26]=[CH:25][C:24](B(O)O)=[CH:23][CH:22]=1, predict the reaction product. The product is: [F:19][C:16]1[CH:17]=[CH:18][C:13]([O:12][CH2:11][C:9]2[N:10]=[C:5]3[N:4]=[CH:3][C:2]([C:24]4[CH:25]=[CH:26][C:21]([F:20])=[CH:22][CH:23]=4)=[CH:7][N:6]3[CH:8]=2)=[CH:14][CH:15]=1. (3) Given the reactants C(C1C=CC(C2C=C(F)SC=2CO)=CC=1)C.OC1C=CC(CCC(OCC)=O)=C(F)C=1F.[F:33][C:34]1[S:38][C:37]([CH2:39][O:40][C:41]2[CH:46]=[CH:45][C:44]([CH2:47][CH2:48][C:49]([O:51]CC)=[O:50])=[C:43]([F:54])[C:42]=2[F:55])=[C:36]([C:56]2[CH:61]=[CH:60][C:59]([CH2:62][CH3:63])=[CH:58][CH:57]=2)[CH:35]=1, predict the reaction product. The product is: [CH2:62]([C:59]1[CH:58]=[CH:57][C:56]([C:36]2[CH:35]=[C:34]([F:33])[S:38][C:37]=2[CH2:39][O:40][C:41]2[CH:46]=[CH:45][C:44]([CH2:47][CH2:48][C:49]([OH:51])=[O:50])=[C:43]([F:54])[C:42]=2[F:55])=[CH:61][CH:60]=1)[CH3:63]. (4) Given the reactants [F:1][C:2]([F:26])([F:25])[C:3]1[CH:20]=[C:19]([C:21]([F:24])([F:23])[F:22])[CH:18]=[CH:17][C:4]=1[CH2:5][N:6]1[C:14]2[C:9](=[CH:10][C:11]([CH:15]=O)=[CH:12][CH:13]=2)[CH:8]=[N:7]1.[O:27]=[C:28]1[N:32]([C@@H:33]2[CH2:38][CH2:37][N:36](C(OC(C)(C)C)=O)[CH2:35][C@H:34]2[F:46])[C:31](=[O:47])[CH2:30][S:29]1, predict the reaction product. The product is: [F:26][C:2]([F:1])([F:25])[C:3]1[CH:20]=[C:19]([C:21]([F:22])([F:23])[F:24])[CH:18]=[CH:17][C:4]=1[CH2:5][N:6]1[C:14]2[C:9](=[CH:10][C:11](/[CH:15]=[C:30]3/[C:31](=[O:47])[N:32]([C@@H:33]4[CH2:38][CH2:37][NH:36][CH2:35][C@H:34]4[F:46])[C:28](=[O:27])[S:29]/3)=[CH:12][CH:13]=2)[CH:8]=[N:7]1. (5) Given the reactants [C:1]([C@@H:3]1[CH2:7][CH2:6][N:5]([C:8]([O:10][C:11]([CH3:14])([CH3:13])[CH3:12])=[O:9])[CH2:4]1)#[N:2], predict the reaction product. The product is: [NH2:2][CH2:1][C@@H:3]1[CH2:7][CH2:6][N:5]([C:8]([O:10][C:11]([CH3:14])([CH3:13])[CH3:12])=[O:9])[CH2:4]1.